This data is from Reaction yield outcomes from USPTO patents with 853,638 reactions. The task is: Predict the reaction yield, written as a fraction of the theoretical maximum amount of product (1.0 means a 100% yield; for example, 0.34 means a 34% yield). (1) The yield is 0.990. The product is [NH2:11][C@@H:12]([CH2:18][NH:19][C:20]([CH:22]1[CH2:38][CH2:37][C:25]2([CH2:30][CH2:29][N:28]([C:31]3[CH:32]=[CH:33][N:34]=[CH:35][CH:36]=3)[CH2:27][CH2:26]2)[CH2:24][CH2:23]1)=[O:21])[C:13]([O:15][CH2:16][CH3:17])=[O:14]. The catalyst is CCO.[Pd]. The reactants are C(OC([NH:11][C@@H:12]([CH2:18][NH:19][C:20]([CH:22]1[CH2:38][CH2:37][C:25]2([CH2:30][CH2:29][N:28]([C:31]3[CH:36]=[CH:35][N:34]=[CH:33][CH:32]=3)[CH2:27][CH2:26]2)[CH2:24][CH2:23]1)=[O:21])[C:13]([O:15][CH2:16][CH3:17])=[O:14])=O)C1C=CC=CC=1. (2) The reactants are Br[C:2]1[CH:7]=[CH:6][C:5]([C:8]2[N:12]([CH2:13][C@@H:14]3[CH2:18][CH2:17][N:16]([C:19]([CH:21]4[CH2:23][CH2:22]4)=[O:20])[CH2:15]3)[C:11]3[CH:24]=[CH:25][C:26]([C:28]#[N:29])=[CH:27][C:10]=3[N:9]=2)=[CH:4][CH:3]=1.CC1(C)C(C)(C)OB([C:38]2[CH:39]=[CH:40][C:41]3[O:45][CH:44]=[CH:43][C:42]=3[CH:46]=2)O1.C(=O)([O-])[O-].[K+].[K+]. The catalyst is O1CCOCC1.O.C1C=CC([P]([Pd]([P](C2C=CC=CC=2)(C2C=CC=CC=2)C2C=CC=CC=2)([P](C2C=CC=CC=2)(C2C=CC=CC=2)C2C=CC=CC=2)[P](C2C=CC=CC=2)(C2C=CC=CC=2)C2C=CC=CC=2)(C2C=CC=CC=2)C2C=CC=CC=2)=CC=1. The product is [O:45]1[C:41]2[CH:40]=[CH:39][C:38]([C:2]3[CH:3]=[CH:4][C:5]([C:8]4[N:12]([CH2:13][C@@H:14]5[CH2:18][CH2:17][N:16]([C:19]([CH:21]6[CH2:23][CH2:22]6)=[O:20])[CH2:15]5)[C:11]5[CH:24]=[CH:25][C:26]([C:28]#[N:29])=[CH:27][C:10]=5[N:9]=4)=[CH:6][CH:7]=3)=[CH:46][C:42]=2[CH:43]=[CH:44]1. The yield is 0.308. (3) The reactants are C(O[C:6](=O)[NH:7][CH2:8][C:9]([N:11]1[CH2:15][CH2:14][CH2:13][CH:12]1[C:16]#[N:17])=[O:10])(C)(C)C.FC(F)(F)C(O)=O.C(N(CC)CC)C.[CH2:33]1[C:40]2[CH:36]([CH2:37][C:38](=[O:41])[CH:39]=2)[CH2:35]C1=O.C(O[BH-](OC(=O)C)OC(=O)C)(=O)C.[Na+]. The catalyst is ClCCl. The product is [O:41]=[C:38]1[CH2:39][CH:40]2[CH:36]([CH2:35][CH:6]([NH:7][CH2:8][C:9]([N:11]3[CH2:15][CH2:14][CH2:13][CH:12]3[C:16]#[N:17])=[O:10])[CH2:33]2)[CH2:37]1. The yield is 0.0500. (4) The reactants are Br[CH2:2][C:3]1[O:4][C:5](=[O:9])[O:6][C:7]=1[CH3:8].[Cl:10][C:11]1[CH:12]=[C:13]([S:17]([NH:20][C:21]2[CH:29]=[CH:28][C:24]([C:25]([OH:27])=[O:26])=[C:23]([OH:30])[CH:22]=2)(=[O:19])=[O:18])[S:14][C:15]=1[Cl:16].C([O-])(O)=O.[Na+].C(O)(C(F)(F)F)=O. The catalyst is CN(C=O)C.O.CC#N. The product is [Cl:10][C:11]1[CH:12]=[C:13]([S:17]([NH:20][C:21]2[CH:29]=[CH:28][C:24]([C:25]([O:27][CH2:2][C:3]3[O:4][C:5](=[O:9])[O:6][C:7]=3[CH3:8])=[O:26])=[C:23]([OH:30])[CH:22]=2)(=[O:18])=[O:19])[S:14][C:15]=1[Cl:16]. The yield is 0.380. (5) The reactants are [S:1]1[CH:5]=[C:4]([C:6](=[O:12])[CH2:7][CH2:8][N:9]([CH3:11])[CH3:10])[C:3]2[CH:13]=[CH:14][CH:15]=[CH:16][C:2]1=2.[BH4-].[Na+]. The catalyst is C(O)C. The product is [S:1]1[CH:5]=[C:4]([CH:6]([OH:12])[CH2:7][CH2:8][N:9]([CH3:11])[CH3:10])[C:3]2[CH:13]=[CH:14][CH:15]=[CH:16][C:2]1=2. The yield is 0.990. (6) The reactants are Br[C:2]1[CH:3]=[C:4]2[C:8](=[CH:9][C:10]=1[Cl:11])[NH:7][CH:6]=[C:5]2[CH:12]=[O:13].[C:14]1(B(O)O)[CH:19]=[CH:18][CH:17]=[CH:16][CH:15]=1.C(=O)([O-])[O-].[K+].[K+]. The catalyst is C1(C)C=CC=CC=1.CCO.C1C=CC(P(C2C=CC=CC=2)[C-]2C=CC=C2)=CC=1.C1C=CC(P(C2C=CC=CC=2)[C-]2C=CC=C2)=CC=1.Cl[Pd]Cl.[Fe+2]. The product is [Cl:11][C:10]1[CH:9]=[C:8]2[C:4]([C:5]([CH:12]=[O:13])=[CH:6][NH:7]2)=[CH:3][C:2]=1[C:14]1[CH:19]=[CH:18][CH:17]=[CH:16][CH:15]=1. The yield is 0.980. (7) The reactants are [N:1]1[C:8](Cl)=[N:7][C:5]([Cl:6])=[N:4][C:2]=1[Cl:3].C(=O)(O)[O-].[K+].[CH:15]1([CH2:21][OH:22])[CH2:20][CH2:19][CH2:18][CH2:17][CH2:16]1. The catalyst is C1(C)C=CC=CC=1.C1OCCOCCOCCOCCOCCOC1. The product is [Cl:3][C:2]1[N:4]=[C:5]([Cl:6])[N:7]=[C:8]([O:22][CH2:21][CH:15]2[CH2:20][CH2:19][CH2:18][CH2:17][CH2:16]2)[N:1]=1. The yield is 0.990. (8) The reactants are [Cl:1][C:2]1[CH:3]=[C:4]([NH:11][S:12]([C:15]2[CH:20]=[CH:19][C:18]([Cl:21])=[C:17]([C:22]([F:25])([F:24])[F:23])[CH:16]=2)(=[O:14])=[O:13])[C:5]([C:8]([OH:10])=O)=[N:6][CH:7]=1.F[P-](F)(F)(F)(F)F.N1(O[P+](N(C)C)(N(C)C)N(C)C)C2C=[CH:39][CH:40]=[CH:41][C:36]=2[N:35]=N1.CN(C=[O:57])C.CCN(CC)CC. The catalyst is CCOC(C)=O. The product is [Cl:21][C:18]1[CH:19]=[CH:20][C:15]([S:12]([NH:11][C:4]2[C:5]([C:8]([N:35]3[CH2:36][CH2:41][CH:40]([OH:57])[CH2:39]3)=[O:10])=[N:6][CH:7]=[C:2]([Cl:1])[CH:3]=2)(=[O:14])=[O:13])=[CH:16][C:17]=1[C:22]([F:23])([F:24])[F:25]. The yield is 0.430.